From a dataset of Full USPTO retrosynthesis dataset with 1.9M reactions from patents (1976-2016). Predict the reactants needed to synthesize the given product. (1) Given the product [N:41]1([CH2:27][C@H:26]([C@@H:25]2[C@:30]3([CH3:38])[C:22]([C:21]4[CH2:20][CH2:19][C@@H:18]5[C@:34]([C:33]=4[CH2:32][CH2:31]3)([CH3:37])[CH2:35][CH2:36][C@H:16]([OH:15])[C:17]5([CH3:39])[CH3:40])=[CH:23][CH2:24]2)[CH3:29])[CH2:46][CH2:45][S:44][CH2:43][CH2:42]1, predict the reactants needed to synthesize it. The reactants are: C(O[BH-](OC(=O)C)OC(=O)C)(=O)C.[Na+].[OH:15][C@H:16]1[CH2:36][CH2:35][C@@:34]2([CH3:37])[CH:18]([CH2:19][CH2:20][C:21]3[C:22]4[C@:30]([CH3:38])([CH2:31][CH2:32][C:33]=32)[C@@H:25]([C@H:26]([CH3:29])[CH:27]=O)[CH2:24][CH:23]=4)[C:17]1([CH3:40])[CH3:39].[NH:41]1[CH2:46][CH2:45][S:44][CH2:43][CH2:42]1.C(=O)(O)[O-].[Na+]. (2) Given the product [CH2:16]([OH:17])[CH2:15][CH2:14][CH2:13][CH2:12][CH2:11][NH:10][CH2:18][CH2:19][NH:20][CH2:21][CH2:22][NH:23][CH2:24][CH3:25], predict the reactants needed to synthesize it. The reactants are: C1(C)C=CC(S([N:10]([CH2:18][CH2:19][N:20](S(C2C=CC(C)=CC=2)(=O)=O)[CH2:21][CH2:22][N:23](S(C2C=CC(C)=CC=2)(=O)=O)[CH2:24][CH3:25])[CH2:11][CH2:12][CH2:13][CH2:14][CH2:15][CH2:16][OH:17])(=O)=O)=CC=1.P([O-])([O-])(O)=O.[Na+].[Na+].